This data is from Buchwald-Hartwig C-N cross coupling reaction yields with 55,370 reactions. The task is: Predict the reaction yield, written as a fraction of the theoretical maximum amount of product (1.0 means a 100% yield; for example, 0.34 means a 34% yield). (1) The reactants are Ic1ccccn1.Cc1ccc(N)cc1.O=S(=O)(O[Pd]1c2ccccc2-c2ccccc2N~1)C(F)(F)F.COc1ccc(OC)c(P(C(C)(C)C)C(C)(C)C)c1-c1c(C(C)C)cc(C(C)C)cc1C(C)C.CCN=P(N=P(N(C)C)(N(C)C)N(C)C)(N(C)C)N(C)C.c1ccc2nocc2c1. No catalyst specified. The product is Cc1ccc(Nc2ccccn2)cc1. The yield is 0.139. (2) The reactants are Ic1cccnc1.Cc1ccc(N)cc1.O=S(=O)(O[Pd]1c2ccccc2-c2ccccc2N~1)C(F)(F)F.CC(C)c1cc(C(C)C)c(-c2ccccc2P(C2CCCCC2)C2CCCCC2)c(C(C)C)c1.CN1CCCN2CCCN=C12.CCOC(=O)c1cnoc1C. No catalyst specified. The product is Cc1ccc(Nc2cccnc2)cc1. The yield is 0.268.